From a dataset of Peptide-MHC class I binding affinity with 185,985 pairs from IEDB/IMGT. Regression. Given a peptide amino acid sequence and an MHC pseudo amino acid sequence, predict their binding affinity value. This is MHC class I binding data. The peptide sequence is LVQYRILPM. The MHC is HLA-A68:02 with pseudo-sequence HLA-A68:02. The binding affinity (normalized) is 0.